Dataset: Catalyst prediction with 721,799 reactions and 888 catalyst types from USPTO. Task: Predict which catalyst facilitates the given reaction. (1) Reactant: Br[C:2]1[CH:7]=[CH:6][C:5]([OH:8])=[CH:4][C:3]=1[CH3:9].[CH3:10][O:11][C:12](=[O:24])/[CH:13]=[CH:14]/[C:15]1[CH:20]=[CH:19][C:18](B(O)O)=[CH:17][CH:16]=1.CN(C=O)C.Cl. Product: [CH3:10][O:11][C:12](=[O:24])[CH:13]=[CH:14][C:15]1[CH:16]=[CH:17][C:18]([C:2]2[CH:7]=[CH:6][C:5]([OH:8])=[CH:4][C:3]=2[CH3:9])=[CH:19][CH:20]=1. The catalyst class is: 257. (2) Reactant: [C:1]([NH:8][N:9]1[C:15](=[O:16])[CH2:14][C:13]2[CH:17]=[CH:18][CH:19]=[CH:20][C:12]=2[C:11]2[CH:21]=[CH:22][CH:23]=[CH:24][C:10]1=2)([O:3][C:4]([CH3:7])([CH3:6])[CH3:5])=[O:2].C([O-])([O-])=O.[Cs+].[Cs+].Cl[CH2:32][C:33](=[O:38])[C:34]([CH3:37])([CH3:36])[CH3:35]. Product: [C:1]([NH:8][N:9]1[C:15](=[O:16])[CH:14]([CH2:32][C:33](=[O:38])[C:34]([CH3:37])([CH3:36])[CH3:35])[C:13]2[CH:17]=[CH:18][CH:19]=[CH:20][C:12]=2[C:11]2[CH:21]=[CH:22][CH:23]=[CH:24][C:10]1=2)([O:3][C:4]([CH3:7])([CH3:6])[CH3:5])=[O:2]. The catalyst class is: 85.